From a dataset of Peptide-MHC class II binding affinity with 134,281 pairs from IEDB. Regression. Given a peptide amino acid sequence and an MHC pseudo amino acid sequence, predict their binding affinity value. This is MHC class II binding data. (1) The peptide sequence is ADKNLIKCSDHYLCL. The MHC is DRB1_0101 with pseudo-sequence DRB1_0101. The binding affinity (normalized) is 0.464. (2) The peptide sequence is HEAINIALIAVSLIA. The MHC is H-2-IAb with pseudo-sequence H-2-IAb. The binding affinity (normalized) is 0.117. (3) The peptide sequence is AARLLSIRAMSTKFS. The MHC is DRB1_1001 with pseudo-sequence DRB1_1001. The binding affinity (normalized) is 0.607. (4) The peptide sequence is DIDLGRNEVVNDVST. The MHC is HLA-DPA10301-DPB10402 with pseudo-sequence HLA-DPA10301-DPB10402. The binding affinity (normalized) is 0.296. (5) The peptide sequence is EKKKFAATQFEPLAA. The MHC is HLA-DQA10501-DQB10301 with pseudo-sequence HLA-DQA10501-DQB10301. The binding affinity (normalized) is 0.246. (6) The peptide sequence is SQTTANPSCPEAT. The MHC is DRB1_1501 with pseudo-sequence DRB1_1501. The binding affinity (normalized) is 0. (7) The peptide sequence is KYDAYVATLSEALRI. The MHC is DRB3_0101 with pseudo-sequence DRB3_0101. The binding affinity (normalized) is 0.609.